From a dataset of Reaction yield outcomes from USPTO patents with 853,638 reactions. Predict the reaction yield, written as a fraction of the theoretical maximum amount of product (1.0 means a 100% yield; for example, 0.34 means a 34% yield). (1) The reactants are CC(OC([N:8]1[CH2:13][CH2:12][CH:11]([CH2:14][C:15]2[CH:16]=[C:17]([C:21]([NH:23][CH2:24][C:25]3[CH:26]=[CH:27][C:28]([F:52])=[C:29]([C:31]4[CH:36]=[CH:35][CH:34]=[C:33]([CH2:37][N:38]5[CH2:43][CH2:42][N:41](C(OC(C)(C)C)=O)[C@@H:40]([CH3:51])[CH2:39]5)[CH:32]=4)[CH:30]=3)=[O:22])[CH:18]=[CH:19][CH:20]=2)[CH2:10][CH2:9]1)=O)(C)C.[H-].[Na+].[CH3:55][O:56][CH2:57][CH2:58]Br. The catalyst is CN(C=O)C. The product is [F:52][C:28]1[C:29]([C:31]2[CH:36]=[CH:35][CH:34]=[C:33]([CH2:37][N:38]3[CH2:43][CH2:42][NH:41][C@@H:40]([CH3:51])[CH2:39]3)[CH:32]=2)=[CH:30][C:25]([CH2:24][N:23]([CH2:58][CH2:57][O:56][CH3:55])[C:21](=[O:22])[C:17]2[CH:18]=[CH:19][CH:20]=[C:15]([CH2:14][CH:11]3[CH2:12][CH2:13][NH:8][CH2:9][CH2:10]3)[CH:16]=2)=[CH:26][CH:27]=1. The yield is 0.272. (2) The reactants are [Br:1][C:2]1[CH:3]=[C:4]2[C:10]([C:11]([O:13]C)=[O:12])=[N:9][NH:8][C:5]2=[N:6][CH:7]=1.Cl. The catalyst is [OH-].[Na+]. The product is [Br:1][C:2]1[CH:3]=[C:4]2[C:10]([C:11]([OH:13])=[O:12])=[N:9][NH:8][C:5]2=[N:6][CH:7]=1. The yield is 0.920. (3) The reactants are C([O:3][C:4]([C:6]1[O:10][N:9]=[C:8]([C:11]2[CH:16]=[CH:15][C:14]([NH:17][C:18]([NH:20][C:21]3[CH:26]=[CH:25][CH:24]=[CH:23][C:22]=3[F:27])=[O:19])=[CH:13][CH:12]=2)[CH:7]=1)=[O:5])C.[OH-].[Na+].Cl. The catalyst is C1COCC1. The product is [F:27][C:22]1[CH:23]=[CH:24][CH:25]=[CH:26][C:21]=1[NH:20][C:18](=[O:19])[NH:17][C:14]1[CH:13]=[CH:12][C:11]([C:8]2[CH:7]=[C:6]([C:4]([OH:5])=[O:3])[O:10][N:9]=2)=[CH:16][CH:15]=1. The yield is 0.860. (4) The reactants are [Br:1][C:2]1[CH:19]=[CH:18][C:5]2[C:6]([C:9]([C:11]3[CH:16]=[CH:15][C:14]([Cl:17])=[CH:13][CH:12]=3)=[CH2:10])=[N:7][S:8][C:4]=2[CH:3]=1.[CH2:20]([NH2:23])[CH:21]=[CH2:22]. The catalyst is CN(C=O)C. The product is [Br:1][C:2]1[CH:19]=[CH:18][C:5]2[C:6]([CH:9]([C:11]3[CH:12]=[CH:13][C:14]([Cl:17])=[CH:15][CH:16]=3)[CH2:10][NH:23][CH2:20][CH:21]=[CH2:22])=[N:7][S:8][C:4]=2[CH:3]=1. The yield is 0.660. (5) The reactants are [Cl:1][C:2]1[C:3]2[C:13]([CH3:14])=[CH:12][CH:11]=[CH:10][C:4]=2[S:5][C:6]=1C(O)=O.N1C2C(=CC=CC=2)C=CC=1. The catalyst is [Cu].CCCCCC. The product is [Cl:1][C:2]1[C:3]2[C:13]([CH3:14])=[CH:12][CH:11]=[CH:10][C:4]=2[S:5][CH:6]=1. The yield is 0.894. (6) The reactants are C[C@H]1N(C)CCN(C2C=CC(NC3C(=O)N(C)C=C(C4C(CO)=C(N5CCN6C7CCCCC=7C=C6C5=O)C=C(F)C=4)C=3)=NC=2)C1.C([O:50][CH2:51][C:52]1[C:57]([N:58]2[CH2:70][CH2:69][N:61]3[C:62]4[CH2:63][CH2:64][CH2:65][CH2:66][C:67]=4[CH:68]=[C:60]3[C:59]2=[O:71])=[CH:56][C:55]([F:72])=[CH:54][C:53]=1[C:73]1[CH:78]=[C:77]([NH:79][C:80]2[CH:85]=[CH:84][C:83]([N:86]3[CH2:91][CH2:90][N:89]([CH3:92])[CH2:88][C@H:87]3[CH3:93])=[CH:82][N:81]=2)[C:76](=[O:94])[N:75]([CH3:95])[CH:74]=1)(=O)C.[OH-].[Li+]. No catalyst specified. The product is [CH3:93][C@@H:87]1[CH2:88][N:89]([CH3:92])[CH2:90][CH2:91][N:86]1[C:83]1[CH:84]=[CH:85][C:80]([NH:79][C:77]2[C:76](=[O:94])[N:75]([CH3:95])[CH:74]=[C:73]([C:53]3[C:52]([CH2:51][OH:50])=[C:57]([N:58]4[CH2:70][CH2:69][N:61]5[C:62]6[CH2:63][CH2:64][CH2:65][CH2:66][C:67]=6[CH:68]=[C:60]5[C:59]4=[O:71])[CH:56]=[C:55]([F:72])[CH:54]=3)[CH:78]=2)=[N:81][CH:82]=1. The yield is 0.480. (7) The reactants are [Cl:1][C:2]1[N:7]=[CH:6][C:5]([OH:8])=[CH:4][C:3]=1[F:9].CI.[C:12](=O)([O-])[O-].[K+].[K+]. The catalyst is CC(C)=O. The product is [Cl:1][C:2]1[C:3]([F:9])=[CH:4][C:5]([O:8][CH3:12])=[CH:6][N:7]=1. The yield is 0.840. (8) The reactants are Br[C:2]1[CH:3]=[CH:4][C:5]([N+:12]([O-:14])=[O:13])=[C:6]2[C:11]=1[N:10]=[CH:9][CH:8]=[CH:7]2.[OH-].[NH4+].[CH3:17][N:18](C=O)C. The catalyst is [C-]#N.[Zn+2].[C-]#N.C1(P([C-]2C=CC=C2)C2C=CC=CC=2)C=CC=CC=1.[C-]1(P(C2C=CC=CC=2)C2C=CC=CC=2)C=CC=C1.[Fe+2]. The product is [N+:12]([C:5]1[CH:4]=[CH:3][C:2]([C:17]#[N:18])=[C:11]2[C:6]=1[CH:7]=[CH:8][CH:9]=[N:10]2)([O-:14])=[O:13]. The yield is 0.510.